From a dataset of Peptide-MHC class I binding affinity with 185,985 pairs from IEDB/IMGT. Regression. Given a peptide amino acid sequence and an MHC pseudo amino acid sequence, predict their binding affinity value. This is MHC class I binding data. (1) The peptide sequence is WIKYIQYGVYI. The MHC is Mamu-A02 with pseudo-sequence Mamu-A02. The binding affinity (normalized) is 0.232. (2) The peptide sequence is LRRGGRWI. The MHC is HLA-B27:05 with pseudo-sequence HLA-B27:05. The binding affinity (normalized) is 0.338. (3) The peptide sequence is KIRNRIERL. The MHC is HLA-A69:01 with pseudo-sequence HLA-A69:01. The binding affinity (normalized) is 0.0847. (4) The peptide sequence is MYVISDNHL. The MHC is H-2-Kd with pseudo-sequence H-2-Kd. The binding affinity (normalized) is 0.568. (5) The peptide sequence is QMMNVNLQK. The MHC is HLA-A68:01 with pseudo-sequence HLA-A68:01. The binding affinity (normalized) is 0.492. (6) The peptide sequence is MRIPVERTL. The MHC is HLA-B35:01 with pseudo-sequence HLA-B35:01. The binding affinity (normalized) is 0.0847.